Task: Binary Classification. Given a T-cell receptor sequence (or CDR3 region) and an epitope sequence, predict whether binding occurs between them.. Dataset: TCR-epitope binding with 47,182 pairs between 192 epitopes and 23,139 TCRs The epitope is MLNIPSINV. Result: 0 (the TCR does not bind to the epitope). The TCR CDR3 sequence is CASSQAHRDFYNEQFF.